The task is: Predict the reaction yield, written as a fraction of the theoretical maximum amount of product (1.0 means a 100% yield; for example, 0.34 means a 34% yield).. This data is from Reaction yield outcomes from USPTO patents with 853,638 reactions. (1) The reactants are [OH:1][C@H:2]1[CH2:7][CH2:6][C@H:5]([N:8]2[C:13](=[O:14])[C:12]([CH2:15][C:16]3[CH:21]=[CH:20][C:19]([C:22]4[C:23]([C:28]#[N:29])=[CH:24][CH:25]=[CH:26][CH:27]=4)=[CH:18][CH:17]=3)=[C:11]([CH2:30][CH2:31][CH3:32])[N:10]3[N:33]=[C:34]([CH3:36])[N:35]=[C:9]23)[CH2:4][CH2:3]1.[CH3:37][S:38]([CH3:40])=O.C(OC(=O)C)(=O)C. The catalyst is O. The product is [CH3:36][C:34]1[N:35]=[C:9]2[N:8]([C@H:5]3[CH2:6][CH2:7][C@H:2]([O:1][CH2:37][S:38][CH3:40])[CH2:3][CH2:4]3)[C:13](=[O:14])[C:12]([CH2:15][C:16]3[CH:21]=[CH:20][C:19]([C:22]4[C:23]([C:28]#[N:29])=[CH:24][CH:25]=[CH:26][CH:27]=4)=[CH:18][CH:17]=3)=[C:11]([CH2:30][CH2:31][CH3:32])[N:10]2[N:33]=1. The yield is 0.490. (2) The reactants are [F:1][C:2]1[CH:26]=[CH:25][C:5]([CH2:6][NH:7][C:8](=[O:24])[C:9]2[CH:14]=[CH:13][CH:12]=[C:11]([C:15](=[O:23])CC3C=CC=CC=3)[N:10]=2)=[CH:4][CH:3]=1.[OH-:27].[K+].Cl. The catalyst is CO. The product is [F:1][C:2]1[CH:3]=[CH:4][C:5]([CH2:6][NH:7][C:8]([C:9]2[N:10]=[C:11]([C:15]([OH:23])=[O:27])[CH:12]=[CH:13][CH:14]=2)=[O:24])=[CH:25][CH:26]=1. The yield is 0.900. (3) The reactants are [SH:1][C:2]1[O:3][C:4]2[C:13]3[CH:12]([CH2:14][CH2:15][NH:16][C:17](=[O:19])[CH3:18])[CH2:11][CH2:10][C:9]=3[CH:8]=[CH:7][C:5]=2[N:6]=1.IC.[C:22](=O)([O-])[O-].[K+].[K+]. The yield is 0.720. The product is [CH3:22][S:1][C:2]1[O:3][C:4]2[C:13]3[CH:12]([CH2:14][CH2:15][NH:16][C:17](=[O:19])[CH3:18])[CH2:11][CH2:10][C:9]=3[CH:8]=[CH:7][C:5]=2[N:6]=1. The catalyst is CN(C)C=O.C(OCC)C. (4) The product is [NH:14]1[C:15]2[CH:20]=[CH:19][CH:18]=[CH:17][C:16]=2[N:12]=[C:13]1[C:21]1[C:25]([NH:26][C:6](=[O:8])[C:5]2[CH:9]=[CH:10][CH:11]=[C:3]([O:2][CH3:1])[CH:4]=2)=[CH:24][NH:23][N:22]=1. The catalyst is CS(C)=O.O. The reactants are [CH3:1][O:2][C:3]1[CH:4]=[C:5]([CH:9]=[CH:10][CH:11]=1)[C:6]([OH:8])=O.[NH:12]1[C:16]2[CH:17]=[CH:18][CH:19]=[CH:20][C:15]=2[N:14]=[C:13]1[C:21]1[C:25]([NH2:26])=[CH:24][NH:23][N:22]=1.C(Cl)CCl.C1C=CC2N(O)N=NC=2C=1. The yield is 0.130.